Predict the reactants needed to synthesize the given product. From a dataset of Full USPTO retrosynthesis dataset with 1.9M reactions from patents (1976-2016). (1) Given the product [Cl:2][C:3]1[C:4]2[C:5]3[C:6](=[C:20]([CH3:23])[O:21][N:22]=3)[C:7](=[O:19])[N:8]([CH:13]3[CH2:18][CH2:17][CH2:16][N:15]([CH2:44][CH:36]([OH:35])[CH2:37][C:38]4[CH:43]=[CH:42][CH:41]=[CH:40][CH:39]=4)[CH2:14]3)[C:9]=2[CH:10]=[CH:11][CH:12]=1, predict the reactants needed to synthesize it. The reactants are: I.[Cl:2][C:3]1[C:4]2[C:5]3[C:6](=[C:20]([CH3:23])[O:21][N:22]=3)[C:7](=[O:19])[N:8]([CH:13]3[CH2:18][CH2:17][CH2:16][NH:15][CH2:14]3)[C:9]=2[CH:10]=[CH:11][CH:12]=1.N12CCCN=C1CCCCC2.[O:35]1[CH2:44][CH:36]1[CH2:37][C:38]1[CH:43]=[CH:42][CH:41]=[CH:40][CH:39]=1. (2) Given the product [Cl:57][C:58]1[CH:59]=[CH:60][C:61]([OH:81])=[C:62]([CH:80]=1)[CH2:63][C:64]1[C:68]2[CH:69]=[N:70][C:71]([C:73]([NH:21][OH:22])=[O:75])=[CH:72][C:67]=2[N:66]([CH2:78][CH3:79])[CH:65]=1, predict the reactants needed to synthesize it. The reactants are: C(OCC1C2C(=CN=C(C([NH:21][OH:22])=O)C=2)N(CC2C=CC(F)=CC=2F)C=1)C1C=CC=CC=1.ClC1C=CC(OCC2C3C=NC(C(OCC)=O)=CC=3N(CC)C=2)=CC=1.[Cl:57][C:58]1[CH:59]=[CH:60][C:61]([OH:81])=[C:62]([CH:80]=1)[CH2:63][C:64]1[C:68]2[CH:69]=[N:70][C:71]([C:73]([O:75]CC)=O)=[CH:72][C:67]=2[N:66]([CH2:78][CH3:79])[CH:65]=1. (3) Given the product [ClH:35].[F:1][C:2]1[CH:3]=[CH:4][C:5]([C:6]([NH:8][C@H:9]2[C:18]3[C:13](=[CH:14][CH:15]=[C:16]([N:19]4[CH2:20][CH2:21][NH:22][CH2:23][CH2:24]4)[CH:17]=3)[CH2:12][CH2:11][C@@H:10]2[OH:32])=[O:7])=[CH:33][CH:34]=1, predict the reactants needed to synthesize it. The reactants are: [F:1][C:2]1[CH:34]=[CH:33][C:5]([C:6]([NH:8][C@H:9]2[C:18]3[C:13](=[CH:14][CH:15]=[C:16]([N:19]4[CH2:24][CH2:23][N:22](C(OC(C)(C)C)=O)[CH2:21][CH2:20]4)[CH:17]=3)[CH2:12][CH2:11][C@@H:10]2[OH:32])=[O:7])=[CH:4][CH:3]=1.[ClH:35]. (4) Given the product [CH2:13]([NH:15][C:10]([C:6]1[CH:5]=[C:4]2[C:9](=[CH:8][CH:7]=1)[NH:1][CH:2]=[CH:3]2)=[O:12])[CH3:14], predict the reactants needed to synthesize it. The reactants are: [NH:1]1[C:9]2[C:4](=[CH:5][C:6]([C:10]([OH:12])=O)=[CH:7][CH:8]=2)[CH:3]=[CH:2]1.[CH2:13]([NH2:15])[CH3:14]. (5) Given the product [CH3:32][C:24]1([CH3:31])[C:25]2[C:30]3=[C:29]([C:19]([C:17]4[C:16](=[O:33])[NH:13][C:11](=[O:12])[C:10]=4[C:3]4[C:4]5[C:9](=[CH:8][CH:7]=[CH:6][CH:5]=5)[NH:1][CH:2]=4)=[CH:20][N:21]3[CH2:22][CH2:23]1)[CH:28]=[CH:27][CH:26]=2, predict the reactants needed to synthesize it. The reactants are: [NH:1]1[C:9]2[C:4](=[CH:5][CH:6]=[CH:7][CH:8]=2)[C:3]([CH2:10][C:11]([NH2:13])=[O:12])=[CH:2]1.CO[C:16](=[O:33])[C:17]([C:19]1[C:29]2=[C:30]3[C:25](=[CH:26][CH:27]=[CH:28]2)[C:24]([CH3:32])([CH3:31])[CH2:23][CH2:22][N:21]3[CH:20]=1)=O.